From a dataset of hERG potassium channel inhibition data for cardiac toxicity prediction from Karim et al.. Regression/Classification. Given a drug SMILES string, predict its toxicity properties. Task type varies by dataset: regression for continuous values (e.g., LD50, hERG inhibition percentage) or binary classification for toxic/non-toxic outcomes (e.g., AMES mutagenicity, cardiotoxicity, hepatotoxicity). Dataset: herg_karim. The compound is CC1(C)CC(c2ccc(OC3CCN(C4CCC4)CC3)cc2)=NNC1=O. The result is 0 (non-blocker).